Dataset: Full USPTO retrosynthesis dataset with 1.9M reactions from patents (1976-2016). Task: Predict the reactants needed to synthesize the given product. (1) The reactants are: [I-].[CH3:2][CH:3]([P+](C1C=CC=CC=1)(C1C=CC=CC=1)C1C=CC=CC=1)[CH3:4].CC(C)([O-])C.[K+].[Br:30][C:31]1[N:36]=[CH:35][C:34]([CH:37]=O)=[CH:33][CH:32]=1.[Cl-].[NH4+]. Given the product [Br:30][C:31]1[CH:32]=[CH:33][C:34]([CH:37]=[C:3]([CH3:4])[CH3:2])=[CH:35][N:36]=1, predict the reactants needed to synthesize it. (2) Given the product [C:28]([C:4]1[CH:5]=[C:6]([C:9]2[CH:14]=[CH:13][CH:12]=[C:11]([CH2:15][C:16]([O:18][CH3:19])=[O:17])[CH:10]=2)[CH:7]=[CH:8][C:3]=1[O:2][CH3:1])(=[O:30])[CH3:29], predict the reactants needed to synthesize it. The reactants are: [CH3:1][O:2][C:3]1[CH:8]=[CH:7][C:6]([C:9]2[CH:14]=[CH:13][CH:12]=[C:11]([CH2:15][C:16]([O:18][CH3:19])=[O:17])[CH:10]=2)=[CH:5][C:4]=1OS(C(F)(F)F)(=O)=O.[CH:28]([O:30]CCCC)=[CH2:29].C1(C(C2C=CC=CC=2)(P)CC)C=CC=CC=1.C(N(CC)CC)C. (3) Given the product [Cl:1][C:2]1[C:7]([NH:9][NH2:10])=[N:6][CH:5]=[CH:4][N:3]=1, predict the reactants needed to synthesize it. The reactants are: [Cl:1][C:2]1[C:7](Cl)=[N:6][CH:5]=[CH:4][N:3]=1.[NH2:9][NH2:10].N1C=CC=CC=1. (4) Given the product [CH3:27][C:10]1[CH:11]=[C:12]([C:13]2[C:14](=[O:26])[N:15]([C:20]3[CH:21]=[CH:22][CH:23]=[CH:24][CH:25]=3)[N:16]([CH3:19])[C:17]=2[CH3:18])[NH:8][N:9]=1, predict the reactants needed to synthesize it. The reactants are: C(OC([N:8]1[C:12]([C:13]2[C:14](=[O:26])[N:15]([C:20]3[CH:25]=[CH:24][CH:23]=[CH:22][CH:21]=3)[N:16]([CH3:19])[C:17]=2[CH3:18])=[CH:11][C:10]([CH3:27])=[N:9]1)=O)(C)(C)C.C(OC(N1C(C)=CC(C2C(=O)N(C3C=CC=CC=3)N(C)C=2C)=N1)=O)(C)(C)C.FC(F)(F)C(O)=O. (5) Given the product [F:1][C:2]1[CH:7]=[CH:6][C:5]2[C:8]([CH3:9])=[C:13]([C:14]([N:16]([O:18][CH3:19])[CH3:17])=[O:15])[O:11][C:4]=2[CH:3]=1, predict the reactants needed to synthesize it. The reactants are: [F:1][C:2]1[CH:7]=[CH:6][C:5]([C:8](=O)[CH3:9])=[C:4]([OH:11])[CH:3]=1.Cl[CH2:13][C:14]([N:16]([O:18][CH3:19])[CH3:17])=[O:15].[I-].[Na+].C(=O)([O-])[O-].[K+].[K+]. (6) Given the product [Cl:1][C:2]1[C:7]([C:8]([F:11])([F:9])[F:10])=[CH:6][CH:5]=[CH:4][C:3]=1[C:12]([N:14]1[CH2:19][CH2:18][C:17]2[N:20]([C:23]3[CH:28]=[CH:27][CH:26]=[CH:25][N:24]=3)[CH:21]=[N:22][C:16]=2[CH:15]1[C:29]([N:34]([CH3:35])[CH3:33])=[O:30])=[O:13], predict the reactants needed to synthesize it. The reactants are: [Cl:1][C:2]1[C:7]([C:8]([F:11])([F:10])[F:9])=[CH:6][CH:5]=[CH:4][C:3]=1[C:12]([N:14]1[CH2:19][CH2:18][C:17]2[N:20]([C:23]3[CH:28]=[CH:27][CH:26]=[CH:25][N:24]=3)[CH:21]=[N:22][C:16]=2[CH:15]1[C:29](O)=[O:30])=[O:13].Cl.[CH3:33][NH:34][CH3:35].CN(C(ON1N=NC2C=CC=NC1=2)=[N+](C)C)C.F[P-](F)(F)(F)(F)F.CCN(C(C)C)C(C)C. (7) Given the product [C:19]([NH:2][C:3]1[S:4][CH:5]=[C:6]([C:8]([O:10][CH2:11][CH3:12])=[O:9])[N:7]=1)(=[O:21])[CH3:20], predict the reactants needed to synthesize it. The reactants are: Br.[NH2:2][C:3]1[S:4][CH:5]=[C:6]([C:8]([O:10][CH2:11][CH3:12])=[O:9])[N:7]=1.N1C=CC=CC=1.[C:19](Cl)(=[O:21])[CH3:20]. (8) The reactants are: Cl.[NH2:2][C@@H:3]([CH2:8][CH2:9][CH2:10][NH:11][C:12]([NH:14][S:15]([C:18]1[C:19]([CH3:31])=[C:20]([CH3:30])[C:21]2[O:25][C:24]([CH3:27])([CH3:26])[CH2:23][C:22]=2[C:28]=1[CH3:29])(=[O:17])=[O:16])=[NH:13])[C:4]([O:6][CH3:7])=[O:5].[C:32]1([CH:38]([C:49]2[CH:54]=[CH:53][CH:52]=[CH:51][CH:50]=2)[N:39]2[CH:44]=[CH:43][CH:42]=[C:41]([C:45](O)=[O:46])[C:40]2=[O:48])[CH:37]=[CH:36][CH:35]=[CH:34][CH:33]=1.CN(C(ON1N=NC2C=CC=CC1=2)=[N+](C)C)C.F[P-](F)(F)(F)(F)F.CCN(C(C)C)C(C)C. Given the product [C:49]1([CH:38]([C:32]2[CH:33]=[CH:34][CH:35]=[CH:36][CH:37]=2)[N:39]2[CH:44]=[CH:43][CH:42]=[C:41]([C:45]([NH:2][C@@H:3]([CH2:8][CH2:9][CH2:10][NH:11][C:12]([NH:14][S:15]([C:18]3[C:19]([CH3:31])=[C:20]([CH3:30])[C:21]4[O:25][C:24]([CH3:27])([CH3:26])[CH2:23][C:22]=4[C:28]=3[CH3:29])(=[O:16])=[O:17])=[NH:13])[C:4]([O:6][CH3:7])=[O:5])=[O:46])[C:40]2=[O:48])[CH:50]=[CH:51][CH:52]=[CH:53][CH:54]=1, predict the reactants needed to synthesize it. (9) Given the product [CH2:1]([N:8]1[C:13]2[CH:14]=[C:15]([CH2:18][C:19]3[CH:20]=[C:21]([C@H:26]4[C@H:31]([O:32][CH2:33][C:34]5[CH:39]=[CH:38][CH:37]=[CH:36][CH:35]=5)[C@@H:30]([O:40][CH2:41][C:42]5[CH:43]=[CH:44][CH:45]=[CH:46][CH:47]=5)[C@H:29]([O:48][CH2:49][C:50]5[CH:51]=[CH:52][CH:53]=[CH:54][CH:55]=5)[C@@H:28]([CH2:56][O:57][CH2:58][C:59]5[CH:60]=[CH:61][CH:62]=[CH:63][CH:64]=5)[O:27]4)[CH:22]=[CH:23][C:24]=3[Br:25])[CH:16]=[CH:17][C:12]=2[O:11][CH2:10][CH2:9]1)[C:2]1[CH:7]=[CH:6][CH:5]=[CH:4][CH:3]=1, predict the reactants needed to synthesize it. The reactants are: [CH2:1]([N:8]1[C:13]2[CH:14]=[C:15]([CH2:18][C:19]3[CH:20]=[C:21]([C:26]4(O)[C@H:31]([O:32][CH2:33][C:34]5[CH:39]=[CH:38][CH:37]=[CH:36][CH:35]=5)[C@@H:30]([O:40][CH2:41][C:42]5[CH:47]=[CH:46][CH:45]=[CH:44][CH:43]=5)[C@H:29]([O:48][CH2:49][C:50]5[CH:55]=[CH:54][CH:53]=[CH:52][CH:51]=5)[C@@H:28]([CH2:56][O:57][CH2:58][C:59]5[CH:64]=[CH:63][CH:62]=[CH:61][CH:60]=5)[O:27]4)[CH:22]=[CH:23][C:24]=3[Br:25])[CH:16]=[CH:17][C:12]=2[O:11][CH2:10][CH2:9]1)[C:2]1[CH:7]=[CH:6][CH:5]=[CH:4][CH:3]=1.C([SiH](CC)CC)C.B(F)(F)F.